This data is from Full USPTO retrosynthesis dataset with 1.9M reactions from patents (1976-2016). The task is: Predict the reactants needed to synthesize the given product. (1) Given the product [CH:19]([C:22]1[CH:27]=[CH:26][C:25]([C:2]2[N:7]=[C:6]([C:8]3[CH:9]=[C:10]([CH:16]=[CH:17][CH:18]=3)[C:11]([O:13][CH2:14][CH3:15])=[O:12])[CH:5]=[CH:4][CH:3]=2)=[CH:24][CH:23]=1)([CH3:21])[CH3:20], predict the reactants needed to synthesize it. The reactants are: Br[C:2]1[N:7]=[C:6]([C:8]2[CH:9]=[C:10]([CH:16]=[CH:17][CH:18]=2)[C:11]([O:13][CH2:14][CH3:15])=[O:12])[CH:5]=[CH:4][CH:3]=1.[CH:19]([C:22]1[CH:27]=[CH:26][C:25](B(O)O)=[CH:24][CH:23]=1)([CH3:21])[CH3:20].C(=O)([O-])[O-].[Na+].[Na+]. (2) Given the product [F:48][C:49]1[CH:50]=[CH:51][C:52]([C:55]2[CH2:56][N:57]([C:13]([C:9]3[CH:10]=[N:11][O:12][C:8]=3[C:5]3[CH:4]=[CH:3][C:2]([CH3:1])=[CH:7][CH:6]=3)=[O:15])[CH2:58][CH:59]=2)=[CH:53][CH:54]=1, predict the reactants needed to synthesize it. The reactants are: [CH3:1][C:2]1[CH:7]=[CH:6][C:5]([C:8]2[O:12][N:11]=[CH:10][C:9]=2[C:13]([OH:15])=O)=[CH:4][CH:3]=1.CN(C(ON1N=NC2C=CC=CC1=2)=[N+](C)C)C.[B-](F)(F)(F)F.C(N(C(C)C)C(C)C)C.Cl.[F:48][C:49]1[CH:54]=[CH:53][C:52]([C:55]2[CH2:56][NH:57][CH2:58][CH:59]=2)=[CH:51][CH:50]=1. (3) Given the product [ClH:33].[ClH:33].[C:28]([NH:31][N:32]=[C:15]([NH:17][C:18]1[CH:23]=[CH:22][CH:21]=[C:20]([C:24](=[O:26])[CH3:25])[CH:19]=1)[CH2:14][CH2:13][CH2:12][C:11](=[N:32][NH:31][C:28](=[NH:29])[NH2:30])[NH:10][C:6]1[CH:7]=[CH:8][CH:9]=[C:4]([C:1](=[O:3])[CH3:2])[CH:5]=1)(=[NH:30])[NH2:29], predict the reactants needed to synthesize it. The reactants are: [C:1]([C:4]1[CH:5]=[C:6]([NH:10][C:11](=O)[CH2:12][CH2:13][CH2:14][C:15]([NH:17][C:18]2[CH:23]=[CH:22][CH:21]=[C:20]([C:24](=[O:26])[CH3:25])[CH:19]=2)=O)[CH:7]=[CH:8][CH:9]=1)(=[O:3])[CH3:2].[C:28]([NH:31][NH2:32])([NH2:30])=[NH:29].[ClH:33]. (4) The reactants are: [CH3:1][O:2][C:3]1[C:8]([C:9](=[O:18])[CH2:10][C:11](=[O:17])SC(C)(C)C)=[CH:7][CH:6]=[CH:5][N:4]=1.[Cl:19][C:20]1[CH:25]=[CH:24][C:23]([CH:26]([NH:30][C:31]2[CH:36]=[C:35]([CH3:37])[C:34](=[O:38])[N:33]([CH3:39])[CH:32]=2)[C:27]([O-:29])=[O:28])=[CH:22][CH:21]=1.[CH3:40][CH2:41]OC(C)=O. Given the product [Cl:19][C:20]1[CH:21]=[CH:22][C:23]([CH:26]([N:30]([C:31]2[CH:36]=[C:35]([CH3:37])[C:34](=[O:38])[N:33]([CH3:39])[CH:32]=2)[C:11](=[O:17])[CH2:10][C:9]([C:8]2[C:3]([O:2][CH3:1])=[N:4][CH:5]=[CH:6][CH:7]=2)=[O:18])[C:27]([O:29][CH2:40][CH3:41])=[O:28])=[CH:24][CH:25]=1, predict the reactants needed to synthesize it. (5) Given the product [CH3:18][C:8]1[CH:13]=[CH:12][C:11]([S:14]([O:7][CH2:6][CH2:5][CH:3]2[CH2:4][O:1][CH2:2]2)(=[O:16])=[O:15])=[CH:10][CH:9]=1, predict the reactants needed to synthesize it. The reactants are: [O:1]1[CH2:4][CH:3]([CH2:5][CH2:6][OH:7])[CH2:2]1.[C:8]1([CH3:18])[CH:13]=[CH:12][C:11]([S:14](Cl)(=[O:16])=[O:15])=[CH:10][CH:9]=1. (6) Given the product [CH3:32][C:33]1[C:38]([O:39][C:40]2[C:41]([NH:53][C:23]3[S:22][N:16]=[C:2]([CH:3]4[CH2:4][CH2:5][N:6]([C:9]([O:11][C:12]([CH3:13])([CH3:14])[CH3:15])=[O:10])[CH2:7][CH2:8]4)[N:24]=3)=[N:42][CH:43]=[C:44]([S:46][C:47]3[CH:52]=[CH:51][CH:50]=[CH:49][N:48]=3)[CH:45]=2)=[CH:37][CH:36]=[CH:35][N:34]=1, predict the reactants needed to synthesize it. The reactants are: Cl[C:2](=[N:16]OS(C)(=O)=O)[CH:3]1[CH2:8][CH2:7][N:6]([C:9]([O:11][C:12]([CH3:15])([CH3:14])[CH3:13])=[O:10])[CH2:5][CH2:4]1.[S-:22][C:23]#[N:24].[Na+].N1C=CC=CC=1.[CH3:32][C:33]1[C:38]([O:39][C:40]2[C:41]([NH2:53])=[N:42][CH:43]=[C:44]([S:46][C:47]3[CH:52]=[CH:51][CH:50]=[CH:49][N:48]=3)[CH:45]=2)=[CH:37][CH:36]=[CH:35][N:34]=1.